This data is from Full USPTO retrosynthesis dataset with 1.9M reactions from patents (1976-2016). The task is: Predict the reactants needed to synthesize the given product. (1) Given the product [Cl:54][C:71]1[CH:70]=[CH:69][C:68]([F:74])=[CH:67][C:66]=1[C:65]([N:62]1[CH2:61][CH2:60][N:59]([C:57](=[O:58])[CH2:56][NH:55][C:43]([C:41]2[N:40]=[N:39][N:38]([C:33]3[CH:34]=[CH:35][CH:36]=[CH:37][C:32]=3[F:31])[CH:42]=2)=[O:45])[CH2:64][CH2:63]1)=[O:75], predict the reactants needed to synthesize it. The reactants are: CCN(C(C)C)C(C)C.C1C=CC2N(O)N=NC=2C=1.CCN=C=NCCCN(C)C.[F:31][C:32]1[CH:37]=[CH:36][CH:35]=[CH:34][C:33]=1[N:38]1[CH:42]=[C:41]([C:43]([OH:45])=O)[N:40]=[N:39]1.FC1C=CC=CC=1N.[ClH:54].[NH2:55][CH2:56][C:57]([N:59]1[CH2:64][CH2:63][N:62]([C:65](=[O:75])[C:66]2[CH:71]=[C:70](F)[C:69](F)=[C:68]([F:74])[CH:67]=2)[CH2:61][CH2:60]1)=[O:58].FC1C=C(C=C(F)C=1F)C(O)=O. (2) Given the product [Cl:13][CH2:10][C:4]1[CH:5]=[C:6]([O:8][CH3:9])[CH:7]=[C:2]([F:1])[CH:3]=1, predict the reactants needed to synthesize it. The reactants are: [F:1][C:2]1[CH:3]=[C:4]([CH2:10]O)[CH:5]=[C:6]([O:8][CH3:9])[CH:7]=1.P(Cl)(Cl)(Cl)(Cl)[Cl:13].C([O-])([O-])=O.[Na+].[Na+].